This data is from Full USPTO retrosynthesis dataset with 1.9M reactions from patents (1976-2016). The task is: Predict the reactants needed to synthesize the given product. Given the product [C:38]([CH:36]([CH:34]([C:33]([OH:42])=[O:41])[OH:35])[OH:37])([OH:40])=[O:39].[N:1]12[CH2:8][CH2:7][CH:4]([CH2:5][CH2:6]1)[C@@H:3]([NH:9][C:10]([C:12]1[N:13]=[CH:14][C:15]3[N:16]([C:18]([C:31]#[C:30][CH2:29][OH:32])=[CH:19][CH:20]=3)[CH:17]=1)=[O:11])[CH2:2]2, predict the reactants needed to synthesize it. The reactants are: [N:1]12[CH2:8][CH2:7][CH:4]([CH2:5][CH2:6]1)[C@@H:3]([NH:9][C:10]([C:12]1[N:13]=[CH:14][C:15]3[N:16]([C:18](Br)=[CH:19][CH:20]=3)[CH:17]=1)=[O:11])[CH2:2]2.C(N(CC)CC)C.[CH2:29]([OH:32])[C:30]#[CH:31].[C:33]([OH:42])(=[O:41])[C@H:34]([C@@H:36]([C:38]([OH:40])=[O:39])[OH:37])[OH:35].